The task is: Predict the product of the given reaction.. This data is from Forward reaction prediction with 1.9M reactions from USPTO patents (1976-2016). (1) Given the reactants I[C:2]1[CH:23]=[CH:22][C:5]([C:6]([N:8]2[C:14]3[CH:15]=[CH:16][CH:17]=[CH:18][C:13]=3[CH2:12][N:11]3[CH:19]=[CH:20][CH:21]=[C:10]3[CH2:9]2)=[O:7])=[C:4]([O:24][CH3:25])[CH:3]=1.[CH3:26][C:27]1[CH:32]=[CH:31][CH:30]=[CH:29][C:28]=1B(O)O.C(=O)([O-])[O-].[Na+].[Na+], predict the reaction product. The product is: [CH:21]1[CH:20]=[CH:19][N:11]2[CH2:12][C:13]3[CH:18]=[CH:17][CH:16]=[CH:15][C:14]=3[N:8]([C:6]([C:5]3[CH:22]=[CH:23][C:2]([C:28]4[CH:29]=[CH:30][CH:31]=[CH:32][C:27]=4[CH3:26])=[CH:3][C:4]=3[O:24][CH3:25])=[O:7])[CH2:9][C:10]=12. (2) Given the reactants [Cl-].[Al+3].[Cl-].[Cl-].[F:5][C:6]1[CH:11]=[CH:10][CH:9]=[CH:8][CH:7]=1.Cl[C:13](=[O:22])[CH2:14][CH2:15][CH2:16][CH2:17][C:18]([O:20][CH3:21])=[O:19], predict the reaction product. The product is: [F:5][C:6]1[CH:11]=[CH:10][C:9]([C:13](=[O:22])[CH2:14][CH2:15][CH2:16][CH2:17][C:18]([O:20][CH3:21])=[O:19])=[CH:8][CH:7]=1. (3) Given the reactants [CH3:1][O:2][C:3]1[C:4]([N+:10]([O-])=O)=[C:5]([NH2:9])[CH:6]=[CH:7][CH:8]=1, predict the reaction product. The product is: [CH3:1][O:2][C:3]1[CH:8]=[CH:7][CH:6]=[C:5]([NH2:9])[C:4]=1[NH2:10]. (4) Given the reactants [NH2:1][CH2:2][C:3]1[CH:4]=[CH:5][C:6]2[S:11][C:10]3[N:12]=[CH:13][CH:14]=[N:15][C:9]=3[N:8]([CH2:16][O:17][CH3:18])[C:7]=2[CH:19]=1.C(N(CC)CC)C.[Cl:27][CH2:28][C:29](Cl)=[O:30].O, predict the reaction product. The product is: [CH3:18][O:17][CH2:16][N:8]1[C:7]2[CH:19]=[C:3]([CH2:2][NH:1][C:29](=[O:30])[CH2:28][Cl:27])[CH:4]=[CH:5][C:6]=2[S:11][C:10]2[N:12]=[CH:13][CH:14]=[N:15][C:9]1=2. (5) Given the reactants [C:1]([C:4]1[CH:9]=[C:8]([Br:10])[CH:7]=[CH:6][C:5]=1[NH:11]C(=O)C)(=[O:3])[CH3:2].Cl.[N:16]([O-])=O.[Na+], predict the reaction product. The product is: [Br:10][C:8]1[CH:9]=[C:4]2[C:5](=[CH:6][CH:7]=1)[NH:11][N:16]=[CH:2][C:1]2=[O:3]. (6) Given the reactants [C:1]([O:5][C:6]([N:8]1[CH2:27][CH2:26][C:11]2([CH2:16][N:15]([C:17]3[N:22]=[CH:21][C:20]([N+:23]([O-])=O)=[CH:19][N:18]=3)[CH2:14][CH2:13][CH2:12]2)[CH2:10][CH2:9]1)=[O:7])([CH3:4])([CH3:3])[CH3:2], predict the reaction product. The product is: [NH2:23][C:20]1[CH:21]=[N:22][C:17]([N:15]2[CH2:14][CH2:13][CH2:12][C:11]3([CH2:26][CH2:27][N:8]([C:6]([O:5][C:1]([CH3:4])([CH3:3])[CH3:2])=[O:7])[CH2:9][CH2:10]3)[CH2:16]2)=[N:18][CH:19]=1. (7) Given the reactants C[O:2][C:3](=[O:13])[CH:4](Br)[C:5]1[CH:10]=[CH:9][C:8]([F:11])=[CH:7][CH:6]=1.[CH:14]1([SH:19])[CH2:18][CH2:17][CH2:16][CH2:15]1.[NH2:20][C:21]1[S:22][CH:23]=[CH:24][N:25]=1, predict the reaction product. The product is: [CH:14]1([S:19][CH:4]([C:5]2[CH:10]=[CH:9][C:8]([F:11])=[CH:7][CH:6]=2)[C:3]([OH:2])=[O:13])[CH2:18][CH2:17][CH2:16][CH2:15]1.[CH:14]1([S:19][CH:4]([C:5]2[CH:6]=[CH:7][C:8]([F:11])=[CH:9][CH:10]=2)[C:3]([NH:20][C:21]2[S:22][CH:23]=[CH:24][N:25]=2)=[O:13])[CH2:18][CH2:17][CH2:16][CH2:15]1.